Task: Predict the reaction yield, written as a fraction of the theoretical maximum amount of product (1.0 means a 100% yield; for example, 0.34 means a 34% yield).. Dataset: Reaction yield outcomes from USPTO patents with 853,638 reactions (1) The reactants are Cl[C:2]1[C:6]2[CH:7]=[CH:8][CH:9]=[CH:10][C:5]=2[S:4](=[O:12])(=[O:11])[N:3]=1.Cl.Cl.[NH2:15][CH:16]([CH2:29][CH:30]1[CH2:35][CH2:34][CH2:33][CH2:32][CH2:31]1)[C:17]([NH:19][C:20]1([C:27]#[N:28])[CH2:25][CH2:24][N:23]([CH3:26])[CH2:22][CH2:21]1)=[O:18].C(N(CC)CC)C. The catalyst is C(#N)C. The product is [C:27]([C:20]1([NH:19][C:17](=[O:18])[CH:16]([NH:15][C:2]2[C:6]3[CH:7]=[CH:8][CH:9]=[CH:10][C:5]=3[S:4](=[O:12])(=[O:11])[N:3]=2)[CH2:29][CH:30]2[CH2:31][CH2:32][CH2:33][CH2:34][CH2:35]2)[CH2:21][CH2:22][N:23]([CH3:26])[CH2:24][CH2:25]1)#[N:28]. The yield is 0.490. (2) The reactants are C([N:14]1[C:19](=[O:20])[CH:18]2[N:21](C(C3C=CC=CC=3)C3C=CC=CC=3)[C:22](=[O:23])[CH:15]1[S:16][S:17]2)(C1C=CC=CC=1)C1C=CC=CC=1.OS(C(F)(F)F)(=O)=O. The catalyst is FC(F)(F)C(O)=O. The product is [CH:15]12[NH:14][C:19](=[O:20])[CH:18]([NH:21][C:22]1=[O:23])[S:17][S:16]2. The yield is 0.470.